Dataset: Forward reaction prediction with 1.9M reactions from USPTO patents (1976-2016). Task: Predict the product of the given reaction. The product is: [CH3:7][C:5]([O:8][C:9]1[CH:14]=[CH:13][C:12]([O:15][C:16]2[CH:21]=[CH:20][CH:19]=[C:18]([CH2:22][NH:23][C:40](=[O:41])[C:39]3[CH:43]=[CH:44][C:36]([C:35]([F:46])([F:45])[F:34])=[CH:37][CH:38]=3)[CH:17]=2)=[CH:11][C:10]=1[CH3:24])([CH3:6])[C:4]([OH:26])=[O:3]. Given the reactants C([O:3][C:4](=[O:26])[C:5]([O:8][C:9]1[CH:14]=[CH:13][C:12]([O:15][C:16]2[CH:21]=[CH:20][CH:19]=[C:18]([CH2:22][NH2:23])[CH:17]=2)=[CH:11][C:10]=1[CH2:24]C)([CH3:7])[CH3:6])C.CN1CCOCC1.[F:34][C:35]([F:46])([F:45])[C:36]1[CH:44]=[CH:43][C:39]([C:40](Cl)=[O:41])=[CH:38][CH:37]=1.NCCN(CCN)CCN, predict the reaction product.